The task is: Regression. Given two drug SMILES strings and cell line genomic features, predict the synergy score measuring deviation from expected non-interaction effect.. This data is from NCI-60 drug combinations with 297,098 pairs across 59 cell lines. (1) Drug 1: C1CCC(CC1)NC(=O)N(CCCl)N=O. Drug 2: CCC(=C(C1=CC=CC=C1)C2=CC=C(C=C2)OCCN(C)C)C3=CC=CC=C3.C(C(=O)O)C(CC(=O)O)(C(=O)O)O. Cell line: SF-539. Synergy scores: CSS=22.9, Synergy_ZIP=-5.46, Synergy_Bliss=3.63, Synergy_Loewe=1.55, Synergy_HSA=3.38. (2) Drug 1: C1=CC(=CC=C1CC(C(=O)O)N)N(CCCl)CCCl.Cl. Drug 2: CCC1=C2CN3C(=CC4=C(C3=O)COC(=O)C4(CC)O)C2=NC5=C1C=C(C=C5)O. Cell line: K-562. Synergy scores: CSS=34.5, Synergy_ZIP=-2.99, Synergy_Bliss=-1.36, Synergy_Loewe=-6.96, Synergy_HSA=-2.31. (3) Drug 1: CC1C(C(CC(O1)OC2CC(CC3=C2C(=C4C(=C3O)C(=O)C5=C(C4=O)C(=CC=C5)OC)O)(C(=O)C)O)N)O.Cl. Drug 2: C1CN(CCN1C(=O)CCBr)C(=O)CCBr. Cell line: SF-295. Synergy scores: CSS=50.8, Synergy_ZIP=-5.62, Synergy_Bliss=-2.13, Synergy_Loewe=0.0456, Synergy_HSA=1.89. (4) Drug 1: C1=NC2=C(N=C(N=C2N1C3C(C(C(O3)CO)O)O)F)N. Drug 2: CC12CCC3C(C1CCC2O)C(CC4=C3C=CC(=C4)O)CCCCCCCCCS(=O)CCCC(C(F)(F)F)(F)F. Cell line: HCT116. Synergy scores: CSS=6.97, Synergy_ZIP=-3.09, Synergy_Bliss=3.42, Synergy_Loewe=2.79, Synergy_HSA=3.74. (5) Drug 1: CCN(CC)CCNC(=O)C1=C(NC(=C1C)C=C2C3=C(C=CC(=C3)F)NC2=O)C. Drug 2: N.N.Cl[Pt+2]Cl. Cell line: CCRF-CEM. Synergy scores: CSS=45.4, Synergy_ZIP=-0.152, Synergy_Bliss=-0.648, Synergy_Loewe=-4.97, Synergy_HSA=-0.347.